Dataset: Forward reaction prediction with 1.9M reactions from USPTO patents (1976-2016). Task: Predict the product of the given reaction. (1) Given the reactants [NH2:1][C:2]1[CH:3]=[C:4]([N:9]([CH3:25])[C:10]2[N:15]=[C:14]3[S:16][C:17]([NH:19][C:20]([CH:22]4[CH2:24][CH2:23]4)=[O:21])=[N:18][C:13]3=[CH:12][CH:11]=2)[CH:5]=[CH:6][C:7]=1[F:8].[N:26]([C:29]1[CH:34]=[CH:33][C:32]([C:35]([F:38])([F:37])[F:36])=[CH:31][CH:30]=1)=[C:27]=[O:28], predict the reaction product. The product is: [F:8][C:7]1[CH:6]=[CH:5][C:4]([N:9]([CH3:25])[C:10]2[N:15]=[C:14]3[S:16][C:17]([NH:19][C:20]([CH:22]4[CH2:23][CH2:24]4)=[O:21])=[N:18][C:13]3=[CH:12][CH:11]=2)=[CH:3][C:2]=1[NH:1][C:27](=[O:28])[NH:26][C:29]1[CH:34]=[CH:33][C:32]([C:35]([F:36])([F:38])[F:37])=[CH:31][CH:30]=1. (2) Given the reactants [S:1]1[CH:5]=[CH:4][CH:3]=[C:2]1[CH2:6][NH:7][C:8]([C:10]1[CH:25]=[C:13]2[CH:14]=[C:15]([C:19]3[CH:24]=[CH:23][CH:22]=[CH:21][CH:20]=3)[CH:16]=[C:17]([Br:18])[N:12]2[N:11]=1)=[O:9].C1C(=O)N([Cl:33])C(=O)C1, predict the reaction product. The product is: [S:1]1[CH:5]=[CH:4][CH:3]=[C:2]1[CH2:6][NH:7][C:8]([C:10]1[C:25]([Cl:33])=[C:13]2[CH:14]=[C:15]([C:19]3[CH:20]=[CH:21][CH:22]=[CH:23][CH:24]=3)[CH:16]=[C:17]([Br:18])[N:12]2[N:11]=1)=[O:9]. (3) The product is: [C:10]([O:9][C:7]([NH:1][CH2:2][CH2:3][C:4]([O:6][C:37]1[C:38]2[C:43](=[CH:42][CH:41]=[CH:40][CH:39]=2)[C:34]([O:33][C:29](=[O:32])[CH2:30][CH3:31])=[C:35]([CH2:46]/[CH:47]=[C:48](\[CH3:80])/[CH2:49][CH2:50]/[CH:51]=[C:52](\[CH3:79])/[CH2:53][CH2:54]/[CH:55]=[C:56](\[CH3:78])/[CH2:57][CH2:58]/[CH:59]=[C:60](\[CH3:77])/[CH2:61][CH2:62]/[CH:63]=[C:64](\[CH3:76])/[CH2:65][CH2:66]/[CH:67]=[C:68](\[CH3:75])/[CH2:69][CH2:70][CH:71]=[C:72]([CH3:74])[CH3:73])[C:36]=1[CH3:45])=[O:5])=[O:8])([CH3:13])([CH3:12])[CH3:11]. Given the reactants [NH:1]([C:7]([O:9][C:10]([CH3:13])([CH3:12])[CH3:11])=[O:8])[CH2:2][CH2:3][C:4]([OH:6])=[O:5].C1CCC(N=C=NC2CCCCC2)CC1.[C:29]([O:33][C:34]1[C:43]2[C:38](=[CH:39][CH:40]=[CH:41][CH:42]=2)[C:37](O)=[C:36]([CH3:45])[C:35]=1[CH2:46]/[CH:47]=[C:48](\[CH3:80])/[CH2:49][CH2:50]/[CH:51]=[C:52](\[CH3:79])/[CH2:53][CH2:54]/[CH:55]=[C:56](\[CH3:78])/[CH2:57][CH2:58]/[CH:59]=[C:60](\[CH3:77])/[CH2:61][CH2:62]/[CH:63]=[C:64](\[CH3:76])/[CH2:65][CH2:66]/[CH:67]=[C:68](\[CH3:75])/[CH2:69][CH2:70][CH:71]=[C:72]([CH3:74])[CH3:73])(=[O:32])[CH2:30][CH3:31], predict the reaction product. (4) Given the reactants [N:1]#[C:2]Br.[F:4][C:5]1[CH:23]=[C:22]([F:24])[CH:21]=[CH:20][C:6]=1[O:7][C:8]1[CH:13]=[CH:12][C:11]([C:14]2[N:15]=[CH:16][N:17]([CH3:19])[CH:18]=2)=[CH:10][CH:9]=1.O.CCOC(C)=O, predict the reaction product. The product is: [C:2]([C:16]1[N:17]([CH3:19])[CH:18]=[C:14]([C:11]2[CH:10]=[CH:9][C:8]([O:7][C:6]3[CH:20]=[CH:21][C:22]([F:24])=[CH:23][C:5]=3[F:4])=[CH:13][CH:12]=2)[N:15]=1)#[N:1].[C:2]([C:14]1([C:11]2[CH:10]=[CH:9][C:8]([O:7][C:6]3[CH:20]=[CH:21][C:22]([F:24])=[CH:23][C:5]=3[F:4])=[CH:13][CH:12]=2)[CH2:18][N:17]([CH3:19])[CH:16]=[N:15]1)#[N:1]. (5) The product is: [C:20]1([C:28]2[CH:29]=[CH:30][CH:31]=[CH:32][CH:33]=2)[CH:25]=[CH:24][CH:23]=[C:22]([CH2:26][N:1]2[CH:2]([C:10]3[C:11]([O:18][CH3:19])=[N:12][CH:13]=[CH:14][C:15]=3[O:16][CH3:17])[CH2:3][CH:4]([CH3:9])[C:5]2=[O:7])[CH:21]=1. Given the reactants [NH2:1][CH:2]([C:10]1[C:11]([O:18][CH3:19])=[N:12][CH:13]=[CH:14][C:15]=1[O:16][CH3:17])[CH2:3][CH:4]([CH3:9])[C:5]([O:7]C)=O.[C:20]1([C:28]2[CH:33]=[CH:32][CH:31]=[CH:30][CH:29]=2)[CH:25]=[CH:24][CH:23]=[C:22]([CH:26]=O)[CH:21]=1, predict the reaction product. (6) Given the reactants Cl.[F:2][C:3]1[CH:8]=[CH:7][C:6]([C:9]2[N:10]=[C:11]3[N:15]([C:16]=2[C:17]2[CH:22]=[CH:21][N:20]=[C:19]([NH:23][CH:24]4[CH2:29][CH2:28][NH:27][CH2:26][CH2:25]4)[N:18]=2)[CH:14]=[CH:13][S:12]3)=[CH:5][C:4]=1[O:30][CH3:31].CCN(C(C)C)C(C)C.[CH:41]1([S:44](Cl)(=[O:46])=[O:45])[CH2:43][CH2:42]1, predict the reaction product. The product is: [CH:41]1([S:44]([N:27]2[CH2:26][CH2:25][CH:24]([NH:23][C:19]3[N:18]=[C:17]([C:16]4[N:15]5[C:11]([S:12][CH:13]=[CH:14]5)=[N:10][C:9]=4[C:6]4[CH:7]=[CH:8][C:3]([F:2])=[C:4]([O:30][CH3:31])[CH:5]=4)[CH:22]=[CH:21][N:20]=3)[CH2:29][CH2:28]2)(=[O:46])=[O:45])[CH2:43][CH2:42]1. (7) Given the reactants [N:1]1([C:7]([O:9][C:10]([CH3:13])([CH3:12])[CH3:11])=[O:8])[CH2:6][CH2:5][NH:4][CH2:3][CH2:2]1.C(N(CC)CC)C.[Cl:21][C:22]1[N:27]=[CH:26][C:25]([S:28](Cl)(=[O:30])=[O:29])=[CH:24][CH:23]=1.CO.C(Cl)Cl, predict the reaction product. The product is: [Cl:21][C:22]1[N:27]=[CH:26][C:25]([S:28]([N:4]2[CH2:5][CH2:6][N:1]([C:7]([O:9][C:10]([CH3:13])([CH3:12])[CH3:11])=[O:8])[CH2:2][CH2:3]2)(=[O:30])=[O:29])=[CH:24][CH:23]=1. (8) The product is: [CH:1]([O:4][C:5]1[CH:10]=[CH:9][CH:8]=[CH:7][C:6]=1[N:11]1[CH2:16][CH2:15][NH:14][CH2:13][CH2:12]1)([CH3:3])[CH3:2]. Given the reactants [CH:1]([O:4][C:5]1[CH:10]=[CH:9][CH:8]=[CH:7][C:6]=1[N:11]1[CH2:16][CH2:15][NH:14][CH2:13][CH2:12]1)([CH3:3])[CH3:2].C(O)(=O)/C=C/C(O)=O.C(O)(=O)/C=C/C(O)=O.[OH-].[Na+], predict the reaction product.